From a dataset of NCI-60 drug combinations with 297,098 pairs across 59 cell lines. Regression. Given two drug SMILES strings and cell line genomic features, predict the synergy score measuring deviation from expected non-interaction effect. (1) Drug 1: COC1=CC(=CC(=C1O)OC)C2C3C(COC3=O)C(C4=CC5=C(C=C24)OCO5)OC6C(C(C7C(O6)COC(O7)C8=CC=CS8)O)O. Drug 2: C1=NC2=C(N=C(N=C2N1C3C(C(C(O3)CO)O)F)Cl)N. Cell line: A549. Synergy scores: CSS=48.1, Synergy_ZIP=-0.536, Synergy_Bliss=-0.201, Synergy_Loewe=-1.38, Synergy_HSA=2.57. (2) Drug 1: C1=CC(=CC=C1CCC2=CNC3=C2C(=O)NC(=N3)N)C(=O)NC(CCC(=O)O)C(=O)O. Drug 2: CN(CCCl)CCCl.Cl. Cell line: UACC-257. Synergy scores: CSS=1.40, Synergy_ZIP=-0.581, Synergy_Bliss=-1.63, Synergy_Loewe=-9.37, Synergy_HSA=-4.98. (3) Drug 1: C1=NC2=C(N1)C(=S)N=CN2. Drug 2: CC1C(C(CC(O1)OC2CC(CC3=C2C(=C4C(=C3O)C(=O)C5=C(C4=O)C(=CC=C5)OC)O)(C(=O)CO)O)N)O.Cl. Cell line: MDA-MB-435. Synergy scores: CSS=45.7, Synergy_ZIP=-7.82, Synergy_Bliss=-6.24, Synergy_Loewe=-5.50, Synergy_HSA=-3.24. (4) Drug 1: C1CN1P(=S)(N2CC2)N3CC3. Drug 2: CC12CCC3C(C1CCC2O)C(CC4=C3C=CC(=C4)O)CCCCCCCCCS(=O)CCCC(C(F)(F)F)(F)F. Cell line: NCI-H226. Synergy scores: CSS=-15.6, Synergy_ZIP=3.77, Synergy_Bliss=-1.01, Synergy_Loewe=-8.94, Synergy_HSA=-8.69. (5) Drug 1: COC1=C(C=C2C(=C1)N=CN=C2NC3=CC(=C(C=C3)F)Cl)OCCCN4CCOCC4. Drug 2: CN(C)N=NC1=C(NC=N1)C(=O)N. Cell line: HOP-92. Synergy scores: CSS=23.5, Synergy_ZIP=-4.56, Synergy_Bliss=1.31, Synergy_Loewe=-2.67, Synergy_HSA=2.52. (6) Drug 1: C1=NC2=C(N=C(N=C2N1C3C(C(C(O3)CO)O)O)F)N. Drug 2: CC12CCC3C(C1CCC2OP(=O)(O)O)CCC4=C3C=CC(=C4)OC(=O)N(CCCl)CCCl.[Na+]. Cell line: U251. Synergy scores: CSS=-4.09, Synergy_ZIP=-0.926, Synergy_Bliss=-6.29, Synergy_Loewe=-6.81, Synergy_HSA=-7.86. (7) Drug 1: CN(CC1=CN=C2C(=N1)C(=NC(=N2)N)N)C3=CC=C(C=C3)C(=O)NC(CCC(=O)O)C(=O)O. Cell line: NCIH23. Drug 2: CNC(=O)C1=NC=CC(=C1)OC2=CC=C(C=C2)NC(=O)NC3=CC(=C(C=C3)Cl)C(F)(F)F. Synergy scores: CSS=89.0, Synergy_ZIP=7.12, Synergy_Bliss=5.68, Synergy_Loewe=-1.48, Synergy_HSA=7.98.